Dataset: Catalyst prediction with 721,799 reactions and 888 catalyst types from USPTO. Task: Predict which catalyst facilitates the given reaction. Reactant: [Cl:1][C:2]1[N:7]=[CH:6][C:5]([CH2:8][NH:9][C:10]2[N:14]=[C:13]([S:15][CH3:16])[NH:12][N:11]=2)=[CH:4][CH:3]=1.[C:17](OCC)(=[O:22])[CH2:18][C:19]([CH3:21])=O.CCCCCC.C(OCC)(=O)C. Product: [Cl:1][C:2]1[N:7]=[CH:6][C:5]([CH2:8][N:9]2[C:19]([CH3:21])=[CH:18][C:17](=[O:22])[N:11]3[N:12]=[C:13]([S:15][CH3:16])[N:14]=[C:10]23)=[CH:4][CH:3]=1. The catalyst class is: 15.